Predict which catalyst facilitates the given reaction. From a dataset of Catalyst prediction with 721,799 reactions and 888 catalyst types from USPTO. (1) Reactant: C[Si]([N-][Si](C)(C)C)(C)C.[Na+].[Br:11][C:12]1[CH:17]=[CH:16][CH:15]=[CH:14][C:13]=1[CH2:18]Br.[OH:20][CH2:21][CH2:22][CH:23]1[CH2:28][CH2:27][N:26]([C:29]([O:31][C:32]([CH3:35])([CH3:34])[CH3:33])=[O:30])[CH2:25][CH2:24]1.O. Product: [Br:11][C:12]1[CH:17]=[CH:16][CH:15]=[CH:14][C:13]=1[CH2:18][O:20][CH2:21][CH2:22][CH:23]1[CH2:24][CH2:25][N:26]([C:29]([O:31][C:32]([CH3:35])([CH3:34])[CH3:33])=[O:30])[CH2:27][CH2:28]1. The catalyst class is: 7. (2) Reactant: [N:1]1[C:6]2[NH:7][CH:8]=[CH:9][C:5]=2[C:4]([O:10][C@H:11]2[CH2:16][CH2:15][CH2:14][N:13](C(OC(C)(C)C)=O)[CH2:12]2)=[N:3][CH:2]=1.[ClH:24]. Product: [ClH:24].[NH:13]1[CH2:14][CH2:15][CH2:16][C@H:11]([O:10][C:4]2[C:5]3[CH:9]=[CH:8][NH:7][C:6]=3[N:1]=[CH:2][N:3]=2)[CH2:12]1. The catalyst class is: 12. (3) Reactant: C(Cl)Cl.[F:4][C:5]1[N:10]=[C:9]([F:11])[C:8]([F:12])=[C:7](F)[C:6]=1[F:14].[CH3:15][NH:16][CH3:17]. Product: [CH3:15][N:16]([CH3:17])[C:7]1[C:6]([F:14])=[C:5]([F:4])[N:10]=[C:9]([F:11])[C:8]=1[F:12]. The catalyst class is: 6. (4) Reactant: C(O[BH-](OC(=O)C)OC(=O)C)(=O)C.[Na+].FC(F)(F)C([O-])=O.[CH2:22]([O:24][C:25]([CH2:27][O:28][C:29]1[C:33]2[S:34][C:35]3[CH:36]=[C:37]([NH3+:41])[CH:38]=[CH:39][C:40]=3[C:32]=2[S:31][C:30]=1[C:42]([O:44][CH3:45])=[O:43])=[O:26])[CH3:23].[CH:46](=O)[C:47]1[CH:52]=[CH:51][CH:50]=[CH:49][CH:48]=1.C(O)(=O)C. Product: [CH3:45][O:44][C:42]([C:30]1[S:31][C:32]2[C:40]3[CH:39]=[CH:38][C:37]([NH:41][CH2:46][C:47]4[CH:52]=[CH:51][CH:50]=[CH:49][CH:48]=4)=[CH:36][C:35]=3[S:34][C:33]=2[C:29]=1[O:28][CH2:27][C:25]([O:24][CH2:22][CH3:23])=[O:26])=[O:43]. The catalyst class is: 279. (5) Reactant: Cl[C:2]1[N:6]([CH2:7][O:8][CH2:9][CH2:10][Si:11]([CH3:14])([CH3:13])[CH3:12])[C:5]2[CH:15]=[CH:16][CH:17]=[CH:18][C:4]=2[N:3]=1.[NH:19]1[CH2:22][CH2:21][CH2:20]1.CCN(C(C)C)C(C)C. Product: [N:19]1([C:2]2[N:6]([CH2:7][O:8][CH2:9][CH2:10][Si:11]([CH3:14])([CH3:13])[CH3:12])[C:5]3[CH:15]=[CH:16][CH:17]=[CH:18][C:4]=3[N:3]=2)[CH2:22][CH2:21][CH2:20]1. The catalyst class is: 8. (6) Reactant: [CH2:1]([O:3][C:4](=[O:16])[CH2:5][O:6][C:7]1[CH:12]=[CH:11][CH:10]=[CH:9][C:8]=1[CH2:13][CH:14]=[CH2:15])[CH3:2].[H][H]. Product: [CH2:1]([O:3][C:4](=[O:16])[CH2:5][O:6][C:7]1[CH:12]=[CH:11][CH:10]=[CH:9][C:8]=1[CH2:13][CH2:14][CH3:15])[CH3:2]. The catalyst class is: 29. (7) Reactant: C(N(CC)CC)C.[C:8]([O:11][CH2:12][C:13]([CH3:43])([CH3:42])[CH2:14][N:15]1[C:21]2[CH:22]=[CH:23][C:24]([Cl:26])=[CH:25][C:20]=2[C@@H:19]([C:27]2[CH:32]=[CH:31][CH:30]=[C:29]([O:33][CH3:34])[C:28]=2[O:35][CH3:36])[O:18][C@H:17]([CH2:37][C:38]([OH:40])=O)[C:16]1=[O:41])(=[O:10])[CH3:9].ClC(OCC(C)C)=O.Cl.[NH2:53][C:54]1[CH:63]=[CH:62][CH:61]=[C:60]2[C:55]=1[CH:56]=[CH:57][CH:58]=[C:59]2[C:64]([O:66][CH2:67][CH3:68])=[O:65].N1C=CC=CC=1.Cl. Product: [C:8]([O:11][CH2:12][C:13]([CH3:42])([CH3:43])[CH2:14][N:15]1[C:21]2[CH:22]=[CH:23][C:24]([Cl:26])=[CH:25][C:20]=2[C@@H:19]([C:27]2[CH:32]=[CH:31][CH:30]=[C:29]([O:33][CH3:34])[C:28]=2[O:35][CH3:36])[O:18][C@H:17]([CH2:37][C:38]([NH:53][C:54]2[CH:63]=[CH:62][CH:61]=[C:60]3[C:55]=2[CH:56]=[CH:57][CH:58]=[C:59]3[C:64]([O:66][CH2:67][CH3:68])=[O:65])=[O:40])[C:16]1=[O:41])(=[O:10])[CH3:9]. The catalyst class is: 35.